This data is from Catalyst prediction with 721,799 reactions and 888 catalyst types from USPTO. The task is: Predict which catalyst facilitates the given reaction. (1) Reactant: [Br:1][C:2]1[CH:3]=[C:4]2[C:8](=[C:9]([Cl:11])[CH:10]=1)[NH:7][C:6]1[CH2:12][CH:13]3[NH:17][CH:16]([C:5]2=1)[CH2:15][CH2:14]3.[C:18]([O:22][C:23](O[C:23]([O:22][C:18]([CH3:21])([CH3:20])[CH3:19])=[O:24])=[O:24])([CH3:21])([CH3:20])[CH3:19].C(=O)([O-])[O-].[K+].[K+]. Product: [Br:1][C:2]1[CH:10]=[C:9]([Cl:11])[C:8]2[NH:7][C:6]3[CH2:12][CH:13]4[NH:17][CH:16]([C:5]=3[C:4]=2[C:3]=1[C:23]([O:22][C:18]([CH3:21])([CH3:20])[CH3:19])=[O:24])[CH2:15][CH2:14]4. The catalyst class is: 378. (2) Reactant: [ClH:1].[NH2:2][C:3]([C:5]1[O:6][C:7]2[CH:22]=[CH:21][C:20]([Br:23])=[CH:19][C:8]=2[C:9]=1[NH:10][C:11]([CH:13]1[CH2:18][CH2:17][CH2:16][CH2:15][NH:14]1)=O)=[O:4].[OH-].[Na+].Cl. Product: [ClH:1].[Br:23][C:20]1[CH:21]=[CH:22][C:7]2[O:6][C:5]3[C:3](=[O:4])[NH:2][C:11]([CH:13]4[CH2:18][CH2:17][CH2:16][CH2:15][NH:14]4)=[N:10][C:9]=3[C:8]=2[CH:19]=1. The catalyst class is: 8. (3) Reactant: [Br:1][C:2]1[CH:3]=[C:4]([CH:16]=[C:17]([Cl:19])[CH:18]=1)[O:5][C:6]1[C:7](C(O)=O)=[N:8][CH:9]=[CH:10][C:11]=1[CH3:12].C([N:22](CC)CC)C.N1C=CC=CC=1.C(O)(C)(C)C.C1(P(N=[N+]=[N-])(C2C=CC=CC=2)=O)C=CC=CC=1. Product: [Br:1][C:2]1[CH:3]=[C:4]([CH:16]=[C:17]([Cl:19])[CH:18]=1)[O:5][C:6]1[C:7]([NH2:22])=[N:8][CH:9]=[CH:10][C:11]=1[CH3:12]. The catalyst class is: 76. (4) Reactant: [CH3:1][N:2]([C:10]1[CH:15]=[C:14]([O:16][C:17]2[CH:22]=[CH:21][CH:20]=[C:19]([N:23]3[CH2:28][CH2:27][O:26][CH2:25][CH2:24]3)[CH:18]=2)[CH:13]=[CH:12][C:11]=1[N+:29]([O-])=O)[C:3](=[O:9])[O:4][C:5]([CH3:8])([CH3:7])[CH3:6].[H][H]. Product: [NH2:29][C:11]1[CH:12]=[CH:13][C:14]([O:16][C:17]2[CH:22]=[CH:21][CH:20]=[C:19]([N:23]3[CH2:24][CH2:25][O:26][CH2:27][CH2:28]3)[CH:18]=2)=[CH:15][C:10]=1[N:2]([CH3:1])[C:3](=[O:9])[O:4][C:5]([CH3:6])([CH3:7])[CH3:8]. The catalyst class is: 586. (5) Reactant: CC(OC(/N=N/C(OC(C)C)=O)=O)C.[CH3:15][N:16]1[C:20]([CH2:21][CH2:22][O:23][C:24]2[CH:29]=[CH:28][C:27]([N:30]3[CH2:35][CH2:34][N:33]([C:36]4[CH2:37][CH2:38][C:39]5[N:40]([C:42]([C:45]([F:48])([F:47])[F:46])=[N:43][N:44]=5)[N:41]=4)[CH2:32][CH2:31]3)=[CH:26][CH:25]=2)=CC=N1.OCCCN1C[CH2:57][N:56]([C:59]([O:61][C:62]([CH3:65])([CH3:64])[CH3:63])=[O:60])[CH2:55][CH2:54]1.C1(P(C2C=CC=CC=2)C2C=CC=CC=2)C=CC=CC=1. Product: [F:48][C:45]([F:47])([F:46])[C:42]1[N:40]2[N:41]=[C:36]([N:33]3[CH2:34][CH2:35][N:30]([C:27]4[CH:26]=[CH:25][C:24]([O:23][CH2:22][CH2:21][CH2:20][N:16]5[CH2:15][CH2:57][N:56]([C:59]([O:61][C:62]([CH3:63])([CH3:65])[CH3:64])=[O:60])[CH2:55][CH2:54]5)=[CH:29][CH:28]=4)[CH2:31][CH2:32]3)[CH:37]=[CH:38][C:39]2=[N:44][N:43]=1. The catalyst class is: 1. (6) Reactant: C1(C[NH:8][CH2:9][CH:10]2[CH:15]([C:16]3[CH:21]=[CH:20][CH:19]=[CH:18][CH:17]=3)[CH2:14][CH2:13][CH2:12][NH:11]2)C=CC=CC=1.[ClH:22].O1CCOCC1.[H][H]. Product: [Cl-:22].[Cl-:22].[NH3+:8][CH2:9][CH:10]1[CH:15]([C:16]2[CH:21]=[CH:20][CH:19]=[CH:18][CH:17]=2)[CH2:14][CH2:13][CH2:12][NH2+:11]1. The catalyst class is: 293. (7) Reactant: CC(C)=O.Cl[C:6]1[N:11]=[C:10](Cl)[C:9]([N+:13]([O-])=O)=[CH:8][N:7]=1.O.O.[I-:18].[Na+].[IH:20]. Product: [I:18][C:6]1[N:11]=[C:10]([I:20])[C:9]([NH2:13])=[CH:8][N:7]=1. The catalyst class is: 150.